From a dataset of Retrosynthesis with 50K atom-mapped reactions and 10 reaction types from USPTO. Predict the reactants needed to synthesize the given product. (1) Given the product N#Cc1ccccc1N1CCN(C(=O)[C@@H]2C[C@H](NC(=O)c3cc(Cl)cc(Cl)c3)CN2Cc2ccccc2)CC1, predict the reactants needed to synthesize it. The reactants are: N#Cc1ccccc1N1CCN(C(=O)C2CC(N)CN2Cc2ccccc2)CC1.O=C(Cl)c1cc(Cl)cc(Cl)c1. (2) Given the product COC(=O)c1cc(C(=O)OC)c2ccc(-c3ccc(OCc4c(-c5c(Cl)cccc5Cl)noc4C(C)C)cc3)cc2n1, predict the reactants needed to synthesize it. The reactants are: CC(C)c1onc(-c2c(Cl)cccc2Cl)c1CCl.COC(=O)c1cc(C(=O)OC)c2ccc(-c3ccc(O)cc3)cc2n1. (3) The reactants are: Fc1cccc(C2CCC3(CC2)OCCO3)c1. Given the product O=C1CCC(c2cccc(F)c2)CC1, predict the reactants needed to synthesize it.